From a dataset of Reaction yield outcomes from USPTO patents with 853,638 reactions. Predict the reaction yield, written as a fraction of the theoretical maximum amount of product (1.0 means a 100% yield; for example, 0.34 means a 34% yield). The reactants are [F:1][C:2]1[CH:7]=[CH:6][C:5]([C:8]2[CH:12]=[C:11]([CH:13]([OH:15])[CH3:14])[O:10][N:9]=2)=[CH:4][CH:3]=1.CC(OI1(OC(C)=O)(OC(C)=O)OC(=O)C2C=CC=CC1=2)=O. The catalyst is C(Cl)Cl. The product is [F:1][C:2]1[CH:3]=[CH:4][C:5]([C:8]2[CH:12]=[C:11]([C:13](=[O:15])[CH3:14])[O:10][N:9]=2)=[CH:6][CH:7]=1. The yield is 0.680.